Dataset: Catalyst prediction with 721,799 reactions and 888 catalyst types from USPTO. Task: Predict which catalyst facilitates the given reaction. (1) Reactant: [CH2:1]([C:3]1[CH:4]=[C:5]([CH:8]=[C:9]([CH3:16])[C:10]=1[O:11][CH2:12][C@@H:13]1[CH2:15][O:14]1)[C:6]#[N:7])[CH3:2].[NH3:17]. Product: [NH2:17][CH2:15][C@H:13]([OH:14])[CH2:12][O:11][C:10]1[C:9]([CH3:16])=[CH:8][C:5]([C:6]#[N:7])=[CH:4][C:3]=1[CH2:1][CH3:2]. The catalyst class is: 5. (2) Reactant: [CH3:1][C:2]1([CH3:16])[O:15][CH2:14][CH2:13][C:3]21[CH2:12][CH2:11][C:6]1(OCC[O:7]1)[CH2:5][CH2:4]2.Cl. Product: [CH3:1][C:2]1([CH3:16])[C:3]2([CH2:12][CH2:11][C:6](=[O:7])[CH2:5][CH2:4]2)[CH2:13][CH2:14][O:15]1. The catalyst class is: 7. (3) Reactant: [Cl:1][C:2]1[C:7]([C:8]([F:11])([F:10])[F:9])=[CH:6][C:5]([N+:12]([O-])=O)=[CH:4][N:3]=1. Product: [Cl:1][C:2]1[N:3]=[CH:4][C:5]([NH2:12])=[CH:6][C:7]=1[C:8]([F:11])([F:9])[F:10]. The catalyst class is: 180. (4) Reactant: [CH2:1]([NH:3][C:4]([NH:6][C:7]1[N:12]=[CH:11][C:10]([C:13]2[CH:14]=[N:15][CH:16]=[C:17]([C:19]([NH:21][NH:22][C:23](=[O:27])[C@@H:24]([OH:26])[CH3:25])=[O:20])[CH:18]=2)=[C:9]([C:28]2[S:29][CH:30]=[C:31]([C:33]([F:36])([F:35])[F:34])[N:32]=2)[CH:8]=1)=[O:5])[CH3:2].N1C(C)=CC=CC=1C.FC(F)(F)S(O[Si:51]([CH2:56][CH3:57])([CH2:54][CH3:55])[CH2:52][CH3:53])(=O)=O. Product: [CH2:1]([NH:3][C:4]([NH:6][C:7]1[N:12]=[CH:11][C:10]([C:13]2[CH:14]=[N:15][CH:16]=[C:17]([C:19]([NH:21][NH:22][C:23](=[O:27])[C@@H:24]([O:26][Si:51]([CH2:56][CH3:57])([CH2:54][CH3:55])[CH2:52][CH3:53])[CH3:25])=[O:20])[CH:18]=2)=[C:9]([C:28]2[S:29][CH:30]=[C:31]([C:33]([F:35])([F:34])[F:36])[N:32]=2)[CH:8]=1)=[O:5])[CH3:2]. The catalyst class is: 2. (5) The catalyst class is: 7. Product: [NH2:18][CH2:17][C:16]1[C:11]([NH:10][CH:7]([CH3:9])[CH3:8])=[N:12][C:13]([S:19][CH3:20])=[N:14][CH:15]=1. Reactant: [H-].[H-].[H-].[H-].[Li+].[Al+3].[CH:7]([NH:10][C:11]1[C:16]([C:17]#[N:18])=[CH:15][N:14]=[C:13]([S:19][CH3:20])[N:12]=1)([CH3:9])[CH3:8].S([O-])([O-])(=O)=O.[NH4+].[NH4+]. (6) Reactant: [Cl:1][C:2]1[S:6][C:5]([C:7]2[C:11]([C:12]3[CH:17]=[CH:16][N:15]=[C:14](SC)[N:13]=3)=[CH:10][N:9]([CH:20]([CH3:22])[CH3:21])[N:8]=2)=[CH:4][CH:3]=1.Cl[C:24]1C=CC=C(C(OO)=O)C=1.[S:34]([O-:37])([O-])=[O:35].[Na+].[Na+]. Product: [Cl:1][C:2]1[S:6][C:5]([C:7]2[C:11]([C:12]3[CH:17]=[CH:16][N:15]=[C:14]([S:34]([CH3:24])(=[O:37])=[O:35])[N:13]=3)=[CH:10][N:9]([CH:20]([CH3:21])[CH3:22])[N:8]=2)=[CH:4][CH:3]=1. The catalyst class is: 4.